Dataset: Cav3 T-type calcium channel HTS with 100,875 compounds. Task: Binary Classification. Given a drug SMILES string, predict its activity (active/inactive) in a high-throughput screening assay against a specified biological target. The molecule is O(c1ccc(cc1)C(=O)Nc1ccncc1)CC. The result is 0 (inactive).